This data is from Forward reaction prediction with 1.9M reactions from USPTO patents (1976-2016). The task is: Predict the product of the given reaction. (1) Given the reactants I[C:2]1[CH:3]=[CH:4][C:5]([NH:8][CH2:9][CH2:10][N:11]2[CH2:16][CH2:15][O:14][CH2:13][CH2:12]2)=[N:6][CH:7]=1.[Si:17]([C:21]#[CH:22])([CH3:20])([CH3:19])[CH3:18].C(N(CC)CC)C, predict the reaction product. The product is: [O:14]1[CH2:15][CH2:16][N:11]([CH2:10][CH2:9][NH:8][C:5]2[CH:4]=[CH:3][C:2]([C:22]#[C:21][Si:17]([CH3:20])([CH3:19])[CH3:18])=[CH:7][N:6]=2)[CH2:12][CH2:13]1. (2) Given the reactants Br[C:2]1[CH:3]=[C:4]([C:17]2[CH:22]=[CH:21][C:20]3[O:23][CH2:24][O:25][C:19]=3[CH:18]=2)[N:5]([S:7]([C:10]2[CH:15]=[CH:14][CH:13]=[C:12]([Cl:16])[CH:11]=2)(=[O:9])=[O:8])[CH:6]=1.C([Li])(C)(C)C.CN([CH:34]=[O:35])C, predict the reaction product. The product is: [Cl:16][C:12]1[CH:11]=[C:10]([S:7]([N:5]2[CH:6]=[C:2]([CH:34]=[O:35])[CH:3]=[C:4]2[C:17]2[CH:22]=[CH:21][C:20]3[O:23][CH2:24][O:25][C:19]=3[CH:18]=2)(=[O:9])=[O:8])[CH:15]=[CH:14][CH:13]=1.